From a dataset of NCI-60 drug combinations with 297,098 pairs across 59 cell lines. Regression. Given two drug SMILES strings and cell line genomic features, predict the synergy score measuring deviation from expected non-interaction effect. Drug 1: CC=C1C(=O)NC(C(=O)OC2CC(=O)NC(C(=O)NC(CSSCCC=C2)C(=O)N1)C(C)C)C(C)C. Drug 2: C1C(C(OC1N2C=NC(=NC2=O)N)CO)O. Cell line: OVCAR3. Synergy scores: CSS=66.4, Synergy_ZIP=-0.849, Synergy_Bliss=-3.93, Synergy_Loewe=-5.72, Synergy_HSA=-5.69.